This data is from Full USPTO retrosynthesis dataset with 1.9M reactions from patents (1976-2016). The task is: Predict the reactants needed to synthesize the given product. (1) Given the product [Cl-:25].[C:19]1([C:12]2([C:10]([O:9][C@@H:3]3[CH:4]4[CH2:7][CH2:8][N+:1]([CH2:26][C:27](=[O:28])[NH:29][C:30]5[S:34][N:33]=[CH:32][N:31]=5)([CH2:6][CH2:5]4)[CH2:2]3)=[O:11])[CH2:18][CH2:17][CH2:16][CH2:15][CH2:14][CH2:13]2)[CH:20]=[CH:21][CH:22]=[CH:23][CH:24]=1, predict the reactants needed to synthesize it. The reactants are: [N:1]12[CH2:8][CH2:7][CH:4]([CH2:5][CH2:6]1)[C@@H:3]([O:9][C:10]([C:12]1([C:19]3[CH:24]=[CH:23][CH:22]=[CH:21][CH:20]=3)[CH2:18][CH2:17][CH2:16][CH2:15][CH2:14][CH2:13]1)=[O:11])[CH2:2]2.[Cl:25][CH2:26][C:27]([NH:29][C:30]1[S:34][N:33]=[CH:32][N:31]=1)=[O:28]. (2) Given the product [Cl:2][CH:3]=[CH:4][CH2:5][NH:6][C@@H:7]([C:9]1[C:18]2[C:13](=[CH:14][CH:15]=[CH:16][CH:17]=2)[CH:12]=[CH:11][CH:10]=1)[CH3:8], predict the reactants needed to synthesize it. The reactants are: Cl.[Cl:2][CH:3]=[CH:4][CH2:5][NH:6][C@@H:7]([C:9]1[C:18]2[C:13](=[CH:14][CH:15]=[CH:16][CH:17]=2)[CH:12]=[CH:11][CH:10]=1)[CH3:8].[OH-].[Na+].O.